Dataset: NCI-60 drug combinations with 297,098 pairs across 59 cell lines. Task: Regression. Given two drug SMILES strings and cell line genomic features, predict the synergy score measuring deviation from expected non-interaction effect. Drug 1: CC1OCC2C(O1)C(C(C(O2)OC3C4COC(=O)C4C(C5=CC6=C(C=C35)OCO6)C7=CC(=C(C(=C7)OC)O)OC)O)O. Drug 2: CC1=C(C=C(C=C1)C(=O)NC2=CC(=CC(=C2)C(F)(F)F)N3C=C(N=C3)C)NC4=NC=CC(=N4)C5=CN=CC=C5. Cell line: MDA-MB-435. Synergy scores: CSS=7.05, Synergy_ZIP=-1.93, Synergy_Bliss=0.605, Synergy_Loewe=-3.72, Synergy_HSA=-3.30.